From a dataset of Forward reaction prediction with 1.9M reactions from USPTO patents (1976-2016). Predict the product of the given reaction. Given the reactants [CH2:1]([OH:8])[C:2]1[CH:7]=[CH:6][CH:5]=[CH:4][CH:3]=1.[H-].[Na+].F[C:12]1[CH:19]=[C:18]([F:20])[CH:17]=[CH:16][C:13]=1[C:14]#[N:15], predict the reaction product. The product is: [CH2:1]([O:8][C:12]1[CH:19]=[C:18]([F:20])[CH:17]=[CH:16][C:13]=1[C:14]#[N:15])[C:2]1[CH:7]=[CH:6][CH:5]=[CH:4][CH:3]=1.